From a dataset of Catalyst prediction with 721,799 reactions and 888 catalyst types from USPTO. Predict which catalyst facilitates the given reaction. (1) Reactant: [NH2:1][C:2]1[CH:7]=[CH:6][C:5]([F:8])=[CH:4][C:3]=1[NH2:9].[N:10]1([C:16]2[N:17]=[C:18]([CH2:23][C:24]([O-])=O)[NH:19][C:20](=[O:22])[CH:21]=2)[CH2:15][CH2:14][O:13][CH2:12][CH2:11]1.[Na+].O.[Cl-].COC1N=C(OC)N=C([N+]2(C)CCOCC2)N=1.C(OCC)(=O)C. Product: [F:8][C:5]1[CH:6]=[CH:7][C:2]2[NH:1][C:24]([CH2:23][C:18]3[NH:19][C:20](=[O:22])[CH:21]=[C:16]([N:10]4[CH2:15][CH2:14][O:13][CH2:12][CH2:11]4)[N:17]=3)=[N:9][C:3]=2[CH:4]=1. The catalyst class is: 5. (2) Product: [CH3:18][O:19][C:20]1[CH:25]=[CH:24][CH:23]=[CH:22][C:21]=1[N:26]1[CH:30]=[CH:29][C:28]([O:31][CH2:2][C:3]2[C:8]([O:9][CH3:10])=[CH:7][CH:6]=[CH:5][C:4]=2[N:11]2[C:15](=[O:16])[N:14]([CH3:17])[N:13]=[N:12]2)=[N:27]1. Reactant: Br[CH2:2][C:3]1[C:8]([O:9][CH3:10])=[CH:7][CH:6]=[CH:5][C:4]=1[N:11]1[C:15](=[O:16])[N:14]([CH3:17])[N:13]=[N:12]1.[CH3:18][O:19][C:20]1[CH:25]=[CH:24][CH:23]=[CH:22][C:21]=1[N:26]1[CH:30]=[CH:29][C:28]([OH:31])=[N:27]1.C(=O)([O-])[O-].[K+].[K+].C(#N)C. The catalyst class is: 6. (3) Reactant: [C:1](Cl)(=[O:8])[C:2]1[CH:7]=[CH:6][CH:5]=[CH:4][CH:3]=1.[O:10]1CCCC1.[Br:15][C:16]([F:26])([F:25])[C:17]([F:24])([F:23])[CH2:18][CH2:19][CH2:20][CH2:21]O.C(N(CC)CC)C. Product: [C:1]([OH:8])(=[O:10])[C:2]1[CH:7]=[CH:6][CH:5]=[CH:4][CH:3]=1.[Br:15][C:16]([F:25])([F:26])[C:17]([F:23])([F:24])[CH2:18][CH2:19][CH2:20][CH3:21]. The catalyst class is: 6.